Dataset: Full USPTO retrosynthesis dataset with 1.9M reactions from patents (1976-2016). Task: Predict the reactants needed to synthesize the given product. (1) Given the product [Cl:20][C:14]1[CH:15]=[C:16]([Cl:19])[CH:17]=[CH:18][C:13]=1[CH2:12][CH2:11][NH:10][C:4]1[N:5]=[C:6]([O:8][CH3:9])[N:7]=[C:2]([C:31]2[CH:30]=[C:29]([C:24]3([C:21]([OH:23])=[O:22])[CH2:28][CH2:27][CH2:26][CH2:25]3)[CH:34]=[CH:33][CH:32]=2)[CH:3]=1, predict the reactants needed to synthesize it. The reactants are: Cl[C:2]1[N:7]=[C:6]([O:8][CH3:9])[N:5]=[C:4]([NH:10][CH2:11][CH2:12][C:13]2[CH:18]=[CH:17][C:16]([Cl:19])=[CH:15][C:14]=2[Cl:20])[CH:3]=1.[C:21]([C:24]1([C:29]2[CH:30]=[C:31](B(O)O)[CH:32]=[CH:33][CH:34]=2)[CH2:28][CH2:27][CH2:26][CH2:25]1)([OH:23])=[O:22].C([O-])([O-])=O.[Cs+].[Cs+].Cl. (2) Given the product [N:1]1([CH2:15][C:16]2[N:20]([C:21]([O:23][C:24]([CH3:27])([CH3:25])[CH3:26])=[O:22])[C:19]3[CH:28]=[CH:29][CH:30]=[CH:31][C:18]=3[N:17]=2)[C@@H:13]2[C@H:4]([CH2:5][CH2:6][C:7]3[CH:8]=[CH:9][CH:10]=[N:11][C:12]=32)[CH2:3][CH2:2]1.[N:1]1([CH2:15][C:16]2[N:20]([CH2:15][C:16]3[N:20]([C:21]([O:23][C:24]([CH3:27])([CH3:26])[CH3:25])=[O:22])[C:19]4[CH:28]=[CH:29][CH:30]=[CH:31][C:18]=4[N:17]=3)[C:19]3[CH:28]=[CH:29][CH:30]=[CH:31][C:18]=3[N:17]=2)[C@@H:13]2[C@H:4]([CH2:5][CH2:6][C:7]3[CH:8]=[CH:9][CH:10]=[N:11][C:12]=32)[CH2:3][CH2:2]1, predict the reactants needed to synthesize it. The reactants are: [NH:1]1[CH:13]2[CH:4]([CH2:5][CH2:6][C:7]3[CH:8]=[CH:9][CH:10]=[N:11][C:12]=32)[CH2:3][CH2:2]1.Cl[CH2:15][C:16]1[N:20]([C:21]([O:23][C:24]([CH3:27])([CH3:26])[CH3:25])=[O:22])[C:19]2[CH:28]=[CH:29][CH:30]=[CH:31][C:18]=2[N:17]=1.C(=O)([O-])[O-].[K+].[K+].[I-].[K+]. (3) Given the product [C:6]1([P:12]([O:3][NH2:2])([C:14]2[CH:19]=[CH:18][CH:17]=[CH:16][CH:15]=2)=[O:13])[CH:11]=[CH:10][CH:9]=[CH:8][CH:7]=1, predict the reactants needed to synthesize it. The reactants are: Cl.[NH2:2][OH:3].[OH-].[Na+].[C:6]1([P:12](Cl)([C:14]2[CH:19]=[CH:18][CH:17]=[CH:16][CH:15]=2)=[O:13])[CH:11]=[CH:10][CH:9]=[CH:8][CH:7]=1.